From a dataset of Peptide-MHC class I binding affinity with 185,985 pairs from IEDB/IMGT. Regression. Given a peptide amino acid sequence and an MHC pseudo amino acid sequence, predict their binding affinity value. This is MHC class I binding data. (1) The peptide sequence is KYRLKHIVW. The MHC is HLA-A31:01 with pseudo-sequence HLA-A31:01. The binding affinity (normalized) is 0.174. (2) The peptide sequence is SVDSDHLGY. The MHC is HLA-B51:01 with pseudo-sequence HLA-B51:01. The binding affinity (normalized) is 0.0847. (3) The peptide sequence is REVFDYLLP. The MHC is HLA-A26:01 with pseudo-sequence HLA-A26:01. The binding affinity (normalized) is 0.0847. (4) The peptide sequence is STSLSEEFFH. The MHC is HLA-A03:01 with pseudo-sequence HLA-A03:01. The binding affinity (normalized) is 0.0136. (5) The peptide sequence is TGPLIENT. The MHC is Mamu-A01 with pseudo-sequence Mamu-A01. The binding affinity (normalized) is 0. (6) The peptide sequence is VTPEYIKDL. The binding affinity (normalized) is 0. The MHC is HLA-A31:01 with pseudo-sequence HLA-A31:01.